From a dataset of Reaction yield outcomes from USPTO patents with 853,638 reactions. Predict the reaction yield, written as a fraction of the theoretical maximum amount of product (1.0 means a 100% yield; for example, 0.34 means a 34% yield). (1) The reactants are [NH2:1][C:2]1[CH:7]=[CH:6][C:5]([OH:8])=[CH:4][C:3]=1[N+:9]([O-:11])=[O:10].CN(C=O)C.N1C=CN=C1.[Si:22](Cl)([C:25]([CH3:28])([CH3:27])[CH3:26])([CH3:24])[CH3:23]. The catalyst is CCOC(C)=O. The product is [Si:22]([O:8][C:5]1[CH:6]=[CH:7][C:2]([NH2:1])=[C:3]([N+:9]([O-:11])=[O:10])[CH:4]=1)([C:25]([CH3:28])([CH3:27])[CH3:26])([CH3:24])[CH3:23]. The yield is 0.970. (2) The reactants are [CH3:1][C:2]1[CH:7]=[CH:6][C:5]([NH:8][C:9](=[O:23])[C:10]2[CH:15]=[CH:14][C:13]([CH2:16][N:17]3[CH2:22][CH2:21][NH:20][CH2:19][CH2:18]3)=[CH:12][CH:11]=2)=[CH:4][C:3]=1[NH:24][C:25]1[N:30]=[C:29]([C:31]2[CH:32]=[N:33][CH:34]=[CH:35][CH:36]=2)[CH:28]=[CH:27][N:26]=1.[CH2:37]([O:39][C:40](=[O:56])[CH:41]([O:43][P:44]([CH2:53][CH:54]=O)([O:46][C:47]1[CH:52]=[CH:51][CH:50]=[CH:49][CH:48]=1)=[O:45])[CH3:42])[CH3:38].[BH3-]C#N.[Na+]. The catalyst is C(O)(=O)C.CN(C=O)C. The product is [CH2:37]([O:39][C:40](=[O:56])[CH:41]([O:43][P:44]([CH2:53][CH2:54][N:20]1[CH2:19][CH2:18][N:17]([CH2:16][C:13]2[CH:12]=[CH:11][C:10]([C:9](=[O:23])[NH:8][C:5]3[CH:6]=[CH:7][C:2]([CH3:1])=[C:3]([NH:24][C:25]4[N:30]=[C:29]([C:31]5[CH:32]=[N:33][CH:34]=[CH:35][CH:36]=5)[CH:28]=[CH:27][N:26]=4)[CH:4]=3)=[CH:15][CH:14]=2)[CH2:22][CH2:21]1)([O:46][C:47]1[CH:52]=[CH:51][CH:50]=[CH:49][CH:48]=1)=[O:45])[CH3:42])[CH3:38]. The yield is 0.260. (3) The reactants are Cl[C:2]1[C:7]([C:8]#[N:9])=[CH:6][N:5]=[C:4]([S:10][CH3:11])[N:3]=1.C(N(CC)CC)C.[CH:19]1([NH2:24])[CH2:23][CH2:22][CH2:21][CH2:20]1. The catalyst is C1COCC1. The product is [CH:19]1([NH:24][C:2]2[C:7]([C:8]#[N:9])=[CH:6][N:5]=[C:4]([S:10][CH3:11])[N:3]=2)[CH2:23][CH2:22][CH2:21][CH2:20]1. The yield is 0.990.